From a dataset of Orexin1 receptor HTS with 218,158 compounds and 233 confirmed actives. Binary Classification. Given a drug SMILES string, predict its activity (active/inactive) in a high-throughput screening assay against a specified biological target. (1) The result is 0 (inactive). The drug is S(=O)(=O)(c1c(N2CCCCC2)nc(nc1)c1ccccc1)c1ccccc1. (2) The drug is O=C(N1CCN(CC1)c1ccc(NC(=O)CCCCC)cc1)c1ccccc1. The result is 0 (inactive). (3) The compound is FC(F)(COCc1cc(C(=O)NCCC)ccc1)C(F)F. The result is 0 (inactive). (4) The compound is s1c(nnc1NC(=O)c1cc2OCOc2cc1)COc1c(ccc(c1)C)C. The result is 0 (inactive).